This data is from Reaction yield outcomes from USPTO patents with 853,638 reactions. The task is: Predict the reaction yield, written as a fraction of the theoretical maximum amount of product (1.0 means a 100% yield; for example, 0.34 means a 34% yield). (1) The reactants are [Br:1][C:2]1[CH:3]=[C:4]2[C:8](=[CH:9][CH:10]=1)[N:7]([CH:11]([CH3:15])[CH2:12][C:13]#[N:14])[C:6](=O)[C:5]12[O:21][CH2:20][CH2:19][CH2:18][O:17]1.N. The catalyst is [Ni].CCO. The product is [Br:1][C:2]1[CH:10]=[CH:9][C:8]2[N:7]3[CH:11]([CH3:15])[CH2:12][CH2:13][N:14]=[C:6]3[C:5]3([O:21][CH2:20][CH2:19][CH2:18][O:17]3)[C:4]=2[CH:3]=1. The yield is 0.130. (2) The reactants are [CH2:1]([C:4]1[CH:5]=[C:6]([CH:9]=[CH:10][C:11]=1[OH:12])[C:7]#[N:8])[CH:2]=[CH2:3]. The catalyst is CCO.[Pd]. The product is [OH:12][C:11]1[CH:10]=[CH:9][C:6]([C:7]#[N:8])=[CH:5][C:4]=1[CH2:1][CH2:2][CH3:3]. The yield is 0.990. (3) The reactants are [NH4+:1].[Cl-].[OH-].[Na+].[NH4+].[OH-].[NH:7]1[CH:11]=[CH:10][CH:9]=[C:8]1[C:12]([O:14][CH2:15][CH3:16])=[O:13].[O-]Cl.[Na+]. The catalyst is C(OC)(C)(C)C.CCCCCCCC(C([NH3+])(C(CCCCCCC)=O)C(CCCCCCC)=O)=O.[Cl-]. The product is [NH2:1][N:7]1[CH:11]=[CH:10][CH:9]=[C:8]1[C:12]([O:14][CH2:15][CH3:16])=[O:13]. The yield is 0.730. (4) The reactants are [H-].[Al+3].[Li+].[H-].[H-].[H-].[CH3:7][CH:8]1[C@H:16]2[N:12]([CH2:13][CH2:14][CH2:15]2)[C:11](=O)[CH:10]=[C:9]1N1CCCC1.[OH-].[Na+].C([OH:27])C. The catalyst is O1CCCC1. The product is [CH3:7][CH:8]1[C@H:16]2[N:12]([CH2:13][CH2:14][CH2:15]2)[CH2:11][CH2:10][C:9]1=[O:27]. The yield is 0.700. (5) The catalyst is O1CCOCC1.CC([O-])=O.CC([O-])=O.[Pd+2]. The reactants are Br[C:2]1[CH:7]=[CH:6][C:5]([C:8]2[C:12]3[CH2:13][C:14]4[S:15][CH:16]=[CH:17][C:18]=4[C:11]=3[N:10]([CH2:19][O:20][CH2:21][CH2:22][Si:23]([CH3:26])([CH3:25])[CH3:24])[N:9]=2)=[CH:4][CH:3]=1.[NH2:27][C:28]1[CH:29]=[C:30]([OH:34])[CH:31]=[CH:32][CH:33]=1.C([O-])([O-])=O.[Cs+].[Cs+].CC1(C)C2C(=C(P(C3C=CC=CC=3)C3C=CC=CC=3)C=CC=2)OC2C(P(C3C=CC=CC=3)C3C=CC=CC=3)=CC=CC1=2. The product is [CH3:24][Si:23]([CH3:26])([CH3:25])[CH2:22][CH2:21][O:20][CH2:19][N:10]1[C:11]2[C:18]3[CH:17]=[CH:16][S:15][C:14]=3[CH2:13][C:12]=2[C:8]([C:5]2[CH:6]=[CH:7][C:2]([NH:27][C:28]3[CH:29]=[C:30]([OH:34])[CH:31]=[CH:32][CH:33]=3)=[CH:3][CH:4]=2)=[N:9]1. The yield is 0.600. (6) The reactants are OS(O)(=O)=O.[NH2:6][C:7]1[C:15]([Cl:16])=[CH:14][C:10]([C:11]([OH:13])=[O:12])=[CH:9][C:8]=1[Cl:17].[CH3:18]O. No catalyst specified. The product is [NH2:6][C:7]1[C:8]([Cl:17])=[CH:9][C:10]([C:11]([O:13][CH3:18])=[O:12])=[CH:14][C:15]=1[Cl:16]. The yield is 0.700. (7) The reactants are Br[C:2]1[CH:3]=[C:4]2[CH:10]=[CH:9][N:8]([Si:11]([C:14]([CH3:17])([CH3:16])[CH3:15])([CH3:13])[CH3:12])[C:5]2=[N:6][CH:7]=1.C(=O)([O-])[O-].[Na+].[Na+]. The catalyst is COCCOC.C(OCC)(=O)C. The product is [C:14]([Si:11]([CH3:13])([CH3:12])[N:8]1[C:5]2=[N:6][CH:7]=[C:2]([C:4]3[CH:5]=[N:6][CH:7]=[CH:2][CH:3]=3)[CH:3]=[C:4]2[CH:10]=[CH:9]1)([CH3:17])([CH3:16])[CH3:15]. The yield is 0.570.